From a dataset of Reaction yield outcomes from USPTO patents with 853,638 reactions. Predict the reaction yield, written as a fraction of the theoretical maximum amount of product (1.0 means a 100% yield; for example, 0.34 means a 34% yield). (1) The yield is 0.470. The reactants are [C:1]([C:3]1[C:8]2=[N:9][C:10]3[CH:15]=[CH:14][CH:13]=[CH:12][C:11]=3[N:7]2[C:6]([N:16]2[CH2:20][CH2:19][C@@H:18](CNCC(OCC)=O)[CH2:17]2)=[C:5]([C:29]2[CH:34]=[CH:33][CH:32]=[CH:31][CH:30]=2)[C:4]=1[CH3:35])#[N:2].Cl.Cl.[OH:38][CH2:39][CH2:40][N:41](C)[C@H:42]1CCNC1.C(N(CC)CC)C.ClC1N2C(=NC3C=CC=CC=32)C(C#N)=C(C)C=1C1C=CC=CC=1. The catalyst is CN(C)C=O. The product is [OH:38][CH2:39][CH2:40][N:41]([CH3:42])[C@H:18]1[CH2:19][CH2:20][N:16]([C:6]2[N:7]3[C:8](=[N:9][C:10]4[CH:15]=[CH:14][CH:13]=[CH:12][C:11]=43)[C:3]([C:1]#[N:2])=[C:4]([CH3:35])[C:5]=2[C:29]2[CH:34]=[CH:33][CH:32]=[CH:31][CH:30]=2)[CH2:17]1. (2) The reactants are Br[C:2]1[S:3][C:4]([C:8]2[N:12]=[CH:11][N:10]([CH2:13][O:14][CH2:15][CH2:16][Si:17]([CH3:20])([CH3:19])[CH3:18])[N:9]=2)=[C:5]([Br:7])[N:6]=1.[Cl-].[Li+].O1CCOCC1.[CH2:29]([Sn](CCCC)(CCCC)C#CC)[CH2:30][CH2:31]C. The catalyst is C(Cl)Cl.[Cu]I.C1C=CC(/C=C/C(/C=C/C2C=CC=CC=2)=O)=CC=1.C1C=CC(/C=C/C(/C=C/C2C=CC=CC=2)=O)=CC=1.C1C=CC(/C=C/C(/C=C/C2C=CC=CC=2)=O)=CC=1.[Pd].[Pd].CCOC(C)=O.CCCCCC. The product is [Br:7][C:5]1[N:6]=[C:2]([C:29]#[C:30][CH3:31])[S:3][C:4]=1[C:8]1[N:12]=[CH:11][N:10]([CH2:13][O:14][CH2:15][CH2:16][Si:17]([CH3:20])([CH3:19])[CH3:18])[N:9]=1. The yield is 0.760. (3) The product is [Cl:1][C:2]1[C:11]2[C:6](=[C:7]([NH2:12])[CH:8]=[CH:9][CH:10]=2)[N:5]=[CH:4][CH:3]=1. The reactants are [Cl:1][C:2]1[C:11]2[C:6](=[C:7]([N+:12]([O-])=O)[CH:8]=[CH:9][CH:10]=2)[N:5]=[CH:4][CH:3]=1.Cl[Sn]Cl.Cl. The yield is 0.360. The catalyst is CO. (4) The reactants are C(O)C.C([O:11][C:12](=[O:29])[C:13]1[CH:18]=[C:17]([C:19]#[N:20])[CH:16]=[CH:15][C:14]=1[O:21]CC1C=CC=CC=1)C1C=CC=CC=1. The catalyst is [Pd].O1CCCC1. The product is [C:19]([C:17]1[CH:18]=[C:13]([C:12]([OH:29])=[O:11])[C:14]([OH:21])=[CH:15][CH:16]=1)#[N:20]. The yield is 1.00.